Dataset: Forward reaction prediction with 1.9M reactions from USPTO patents (1976-2016). Task: Predict the product of the given reaction. (1) Given the reactants [OH:1][CH2:2][CH2:3][CH2:4][N:5]1[CH2:10][CH2:9][C:8](=O)[CH2:7][CH2:6]1.Cl.[NH2:13][OH:14], predict the reaction product. The product is: [OH:1][CH2:2][CH2:3][CH2:4][N:5]1[CH2:10][CH2:9][C:8](=[N:13][OH:14])[CH2:7][CH2:6]1. (2) Given the reactants [C:1]([O:5][C:6]([N:8]1[CH2:13][CH:12]=[C:11]([C:14]2[CH:19]=[CH:18][CH:17]=[C:16]([Br:20])[CH:15]=2)[CH2:10][CH2:9]1)=[O:7])([CH3:4])([CH3:3])[CH3:2].CC#N.[OH2:24], predict the reaction product. The product is: [C:1]([O:5][C:6]([N:8]1[CH2:9][CH2:10][C@H:11]([C:14]2[CH:19]=[CH:18][CH:17]=[C:16]([Br:20])[CH:15]=2)[C@@H:12]([OH:24])[CH2:13]1)=[O:7])([CH3:4])([CH3:2])[CH3:3]. (3) Given the reactants [Cl:1][C:2]1[C:10]([F:11])=[CH:9][CH:8]=[C:7]([Cl:12])[C:3]=1[C:4](O)=[O:5].B.C1COCC1, predict the reaction product. The product is: [Cl:1][C:2]1[C:10]([F:11])=[CH:9][CH:8]=[C:7]([Cl:12])[C:3]=1[CH2:4][OH:5]. (4) Given the reactants [CH2:1]([O:4][C@H:5]1[CH2:10][CH2:9][C@H:8]([N:11]2C(=O)C3=CC=CC=C3C2=O)[CH2:7][CH2:6]1)[CH2:2][CH3:3].O.NN, predict the reaction product. The product is: [CH2:1]([O:4][C@H:5]1[CH2:10][CH2:9][C@H:8]([NH2:11])[CH2:7][CH2:6]1)[CH2:2][CH3:3]. (5) The product is: [CH3:20][O:21][C:22]([C@@H:24]1[CH2:29][N:28]([CH3:30])[CH2:27][CH2:26][N:25]1[C:6](=[O:7])[C@H:5]([O:4][C:1](=[O:3])[CH3:2])[C:9]([CH3:12])([CH3:11])[CH3:10])=[O:23]. Given the reactants [C:1]([O:4][C@H:5]([C:9]([CH3:12])([CH3:11])[CH3:10])[C:6](Cl)=[O:7])(=[O:3])[CH3:2].C(N(CC)CC)C.[CH3:20][O:21][C:22]([C@@H:24]1[CH2:29][N:28]([CH3:30])[CH2:27][CH2:26][NH:25]1)=[O:23].O, predict the reaction product.